From a dataset of NCI-60 drug combinations with 297,098 pairs across 59 cell lines. Regression. Given two drug SMILES strings and cell line genomic features, predict the synergy score measuring deviation from expected non-interaction effect. Drug 1: CS(=O)(=O)C1=CC(=C(C=C1)C(=O)NC2=CC(=C(C=C2)Cl)C3=CC=CC=N3)Cl. Drug 2: CC1=C(N=C(N=C1N)C(CC(=O)N)NCC(C(=O)N)N)C(=O)NC(C(C2=CN=CN2)OC3C(C(C(C(O3)CO)O)O)OC4C(C(C(C(O4)CO)O)OC(=O)N)O)C(=O)NC(C)C(C(C)C(=O)NC(C(C)O)C(=O)NCCC5=NC(=CS5)C6=NC(=CS6)C(=O)NCCC[S+](C)C)O. Cell line: SNB-19. Synergy scores: CSS=-0.455, Synergy_ZIP=-1.88, Synergy_Bliss=-4.22, Synergy_Loewe=-7.40, Synergy_HSA=-4.24.